From a dataset of CYP2D6 inhibition data for predicting drug metabolism from PubChem BioAssay. Regression/Classification. Given a drug SMILES string, predict its absorption, distribution, metabolism, or excretion properties. Task type varies by dataset: regression for continuous measurements (e.g., permeability, clearance, half-life) or binary classification for categorical outcomes (e.g., BBB penetration, CYP inhibition). Dataset: cyp2d6_veith. (1) The molecule is COc1ccc(-c2csc(NC(=O)CCn3cnc4ccccc4c3=O)n2)cc1OC. The result is 0 (non-inhibitor). (2) The drug is COc1ccc(NC(=O)Cn2cccc2)c(OC)c1. The result is 0 (non-inhibitor). (3) The compound is CC(=O)n1nc(-c2ccco2)nc1N. The result is 0 (non-inhibitor). (4) The compound is COc1ccc(O[C@H]2C=C[C@@H](c3ccccc3)O[C@H]2COC(=O)CC/C(C)=N\OC[C@@H](C)[C@H](OCc2ccccc2)C(C)C)cc1. The result is 0 (non-inhibitor). (5) The drug is CN(C)S(=O)(=O)Oc1cccc(C(=O)Nc2ccccc2Cl)c1. The result is 0 (non-inhibitor). (6) The molecule is NC(=O)CNC(=O)[C@@H]1CC2(CC(c3ccc(Cl)cc3)=NO2)CN1C(=O)c1ccccc1. The result is 0 (non-inhibitor).